This data is from Peptide-MHC class II binding affinity with 134,281 pairs from IEDB. The task is: Regression. Given a peptide amino acid sequence and an MHC pseudo amino acid sequence, predict their binding affinity value. This is MHC class II binding data. (1) The peptide sequence is KRWIILGLNKIVRMYSPTSI. The MHC is DRB1_0401 with pseudo-sequence DRB1_0401. The binding affinity (normalized) is 0.741. (2) The peptide sequence is TVTVFKIPKKASEGA. The MHC is HLA-DPA10103-DPB10301 with pseudo-sequence HLA-DPA10103-DPB10301. The binding affinity (normalized) is 0. (3) The peptide sequence is LPWTSGATTETPTWN. The MHC is DRB1_0301 with pseudo-sequence DRB1_0301. The binding affinity (normalized) is 0.